This data is from Peptide-MHC class I binding affinity with 185,985 pairs from IEDB/IMGT. The task is: Regression. Given a peptide amino acid sequence and an MHC pseudo amino acid sequence, predict their binding affinity value. This is MHC class I binding data. (1) The peptide sequence is EIEKVEKYL. The MHC is HLA-A02:06 with pseudo-sequence HLA-A02:06. The binding affinity (normalized) is 0.0990. (2) The peptide sequence is AEQSRIFEEL. The MHC is HLA-B44:02 with pseudo-sequence HLA-B44:02. The binding affinity (normalized) is 0.626. (3) The peptide sequence is YLIPFIWFV. The MHC is HLA-A25:01 with pseudo-sequence HLA-A25:01. The binding affinity (normalized) is 0.0847. (4) The peptide sequence is NDINIYDL. The MHC is H-2-Kb with pseudo-sequence H-2-Kb. The binding affinity (normalized) is 0.0735. (5) The peptide sequence is TIAGGVCYYL. The MHC is HLA-A02:06 with pseudo-sequence HLA-A02:06. The binding affinity (normalized) is 0.872.